Dataset: Peptide-MHC class II binding affinity with 134,281 pairs from IEDB. Task: Regression. Given a peptide amino acid sequence and an MHC pseudo amino acid sequence, predict their binding affinity value. This is MHC class II binding data. (1) The peptide sequence is YVDEHLMCEIEGHHL. The MHC is DRB3_0202 with pseudo-sequence DRB3_0202. The binding affinity (normalized) is 0.140. (2) The peptide sequence is AALHPFALLLVLAGWK. The MHC is DRB1_0801 with pseudo-sequence DRB1_0801. The binding affinity (normalized) is 0.489. (3) The binding affinity (normalized) is 0.395. The peptide sequence is MKYLAAFLLLGLAGN. The MHC is DRB1_1302 with pseudo-sequence DRB1_1302.